This data is from Reaction yield outcomes from USPTO patents with 853,638 reactions. The task is: Predict the reaction yield, written as a fraction of the theoretical maximum amount of product (1.0 means a 100% yield; for example, 0.34 means a 34% yield). (1) The reactants are [CH3:1][S:2][C:3]1[N:4]=[CH:5][C:6]2[C:12](=[O:13])[NH:11][CH:10]=[CH:9][C:7]=2[N:8]=1.C(=O)([O-])[O-].[K+].[K+].[I:20]N1C(=O)CCC1=O. The catalyst is C(#N)C. The product is [I:20][C:9]1[C:7]2[N:8]=[C:3]([S:2][CH3:1])[N:4]=[CH:5][C:6]=2[C:12](=[O:13])[NH:11][CH:10]=1. The yield is 0.820. (2) The catalyst is C(Cl)Cl. The product is [N:33]1[CH:38]=[CH:37][CH:36]=[C:35]([CH2:8][N:15]2[CH2:20][CH2:19][CH2:18][CH:17]([CH2:21][N:22]([C:27]3[CH:28]=[CH:29][CH:30]=[CH:31][CH:32]=3)[C:23](=[O:26])[CH2:24][CH3:25])[CH2:16]2)[CH:34]=1. The reactants are FC(F)(F)C(O)=O.[C:8]([N:15]1[CH2:20][CH2:19][CH2:18][CH:17]([CH2:21][N:22]([C:27]2[CH:32]=[CH:31][CH:30]=[CH:29][CH:28]=2)[C:23](=[O:26])[CH2:24][CH3:25])[CH2:16]1)(OC(C)(C)C)=O.[N:33]1[CH:38]=[CH:37][CH:36]=[C:35](C=O)[CH:34]=1.[BH-](OC(C)=O)(OC(C)=O)OC(C)=O.[Na+]. The yield is 0.760.